From a dataset of Full USPTO retrosynthesis dataset with 1.9M reactions from patents (1976-2016). Predict the reactants needed to synthesize the given product. (1) Given the product [CH3:16][N:12]1[CH2:13][CH2:14][CH2:15][C@H:11]1[C:9]1[CH2:8][C:7]([CH:17]=[O:18])=[CH:6][NH:5][CH:10]=1, predict the reactants needed to synthesize it. The reactants are: COC([N:5]1[CH:10]=[C:9]([C@@H:11]2[CH2:15][CH2:14][CH2:13][N:12]2[CH3:16])[CH2:8][C:7]([CH:17]=[O:18])=[CH:6]1)=O.C(N(CC)CC)C. (2) Given the product [F:36][C:2]([F:1])([F:35])[C:3]1[CH:4]=[C:5]([N:9]([C:13]2[CH:18]=[CH:17][C:16]([C:19]3[CH:20]=[CH:21][C:22]([C:25]([OH:27])=[O:26])=[CH:23][CH:24]=3)=[CH:15][C:14]=2[C:30]2[NH:34][N:33]=[N:32][N:31]=2)[C:10]([NH2:12])=[O:11])[CH:6]=[CH:7][CH:8]=1, predict the reactants needed to synthesize it. The reactants are: [F:1][C:2]([F:36])([F:35])[C:3]1[CH:4]=[C:5]([N:9]([C:13]2[CH:18]=[CH:17][C:16]([C:19]3[CH:24]=[CH:23][C:22]([C:25]([O:27]CC)=[O:26])=[CH:21][CH:20]=3)=[CH:15][C:14]=2[C:30]2[NH:34][N:33]=[N:32][N:31]=2)[C:10]([NH2:12])=[O:11])[CH:6]=[CH:7][CH:8]=1.[OH-].[Na+].Cl. (3) Given the product [NH2:27][CH2:26][CH2:25][S:22]([NH:21][C:19]([C:11]1[NH:12][C:13]2[C:18]([C:10]=1[CH2:9][CH2:8][CH2:7][O:6][C:5]1[CH:4]=[C:3]([CH3:41])[C:2]([Cl:1])=[C:39]([CH3:40])[CH:38]=1)=[CH:17][CH:16]=[CH:15][CH:14]=2)=[O:20])(=[O:24])=[O:23], predict the reactants needed to synthesize it. The reactants are: [Cl:1][C:2]1[C:39]([CH3:40])=[CH:38][C:5]([O:6][CH2:7][CH2:8][CH2:9][C:10]2[C:18]3[C:13](=[CH:14][CH:15]=[CH:16][CH:17]=3)[NH:12][C:11]=2[C:19]([NH:21][S:22]([CH2:25][CH2:26][N:27]2C(=O)C3C(=CC=CC=3)C2=O)(=[O:24])=[O:23])=[O:20])=[CH:4][C:3]=1[CH3:41].O.NN. (4) Given the product [CH3:24][C:25]1[C:26]([O:33][C:32]2[N:30]=[CH:29][C:23]([NH:22][C:11]([C:2]3[CH:3]=[CH:4][C:5]4[C:10](=[CH:9][CH:8]=[CH:7][CH:6]=4)[CH:1]=3)=[O:13])=[CH:24][CH:25]=2)=[CH:27][CH:28]=[CH:23][N:22]=1, predict the reactants needed to synthesize it. The reactants are: [CH:1]1[C:10]2[C:5](=[CH:6][CH:7]=[CH:8][CH:9]=2)[CH:4]=[CH:3][C:2]=1[C:11]([OH:13])=O.[CH2:26]1[CH2:27][CH2:28][CH:23]([N:22]=C=[N:22][CH:23]2[CH2:28][CH2:27][CH2:26][CH2:25][CH2:24]2)[CH2:24][CH2:25]1.[CH3:29][N:30]([CH:32]=[O:33])C. (5) The reactants are: I[C:2]1[CH:7]=[CH:6][C:5]([N+:8]([O-:10])=[O:9])=[CH:4][CH:3]=1.[C:11]([O:15][C:16](=[O:22])[NH:17][CH2:18][CH2:19][C:20]#[CH:21])([CH3:14])([CH3:13])[CH3:12]. Given the product [C:11]([O:15][C:16](=[O:22])[NH:17][CH2:18][CH2:19][C:20]#[C:21][C:2]1[CH:7]=[CH:6][C:5]([N+:8]([O-:10])=[O:9])=[CH:4][CH:3]=1)([CH3:14])([CH3:13])[CH3:12], predict the reactants needed to synthesize it. (6) Given the product [NH2:28][C:29](=[O:51])[CH2:30][N:31]([C:36]1[CH:37]=[C:38]([CH:46]=[CH:47][C:48]=1[O:49][CH3:50])[C:39]([O:41][CH2:42][C:43]([O:10][C@H:9]([C:11]1[CH:16]=[CH:15][C:14]([O:17][CH:18]([F:20])[F:19])=[C:13]([O:21][CH2:22][CH:23]2[CH2:25][CH2:24]2)[CH:12]=1)[CH2:8][C:7]1[C:6]([Cl:26])=[CH:5][N+:4]([O-:27])=[CH:3][C:2]=1[Cl:1])=[O:44])=[O:40])[S:32]([CH3:35])(=[O:34])=[O:33], predict the reactants needed to synthesize it. The reactants are: [Cl:1][C:2]1[CH:3]=[N+:4]([O-:27])[CH:5]=[C:6]([Cl:26])[C:7]=1[CH2:8][C@@H:9]([C:11]1[CH:16]=[CH:15][C:14]([O:17][CH:18]([F:20])[F:19])=[C:13]([O:21][CH2:22][CH:23]2[CH2:25][CH2:24]2)[CH:12]=1)[OH:10].[NH2:28][C:29](=[O:51])[CH2:30][N:31]([C:36]1[CH:37]=[C:38]([CH:46]=[CH:47][C:48]=1[O:49][CH3:50])[C:39]([O:41][CH2:42][C:43](O)=[O:44])=[O:40])[S:32]([CH3:35])(=[O:34])=[O:33].C(Cl)CCl. (7) Given the product [CH:33]([C:20]1[C:19]2[C:23](=[CH:24][CH:25]=[C:17]([O:16][C:12]3[C:11]([CH3:36])=[CH:10][C:9]([O:8][CH2:7][C:6]([OH:37])=[O:5])=[CH:14][C:13]=3[CH3:15])[CH:18]=2)[NH:22][CH:21]=1)([CH3:35])[CH3:34], predict the reactants needed to synthesize it. The reactants are: C([O:5][C:6](=[O:37])[CH2:7][O:8][C:9]1[CH:14]=[C:13]([CH3:15])[C:12]([O:16][C:17]2[CH:18]=[C:19]3[C:23](=[CH:24][CH:25]=2)[N:22]([Si](C(C)(C)C)(C)C)[CH:21]=[C:20]3[CH:33]([CH3:35])[CH3:34])=[C:11]([CH3:36])[CH:10]=1)(C)(C)C.[OH-].[Na+]. (8) The reactants are: [Cl:1][C:2]1[CH:14]=[CH:13][C:5]2[S:6][C:7]([C:10]([OH:12])=O)=[C:8]([CH3:9])[C:4]=2[CH:3]=1.C([O:17][C:18](=[O:40])[C:19]([O:22][C:23]1[CH:28]=[CH:27][C:26]([O:29][C:30]2[CH:35]=[C:34]([F:36])[CH:33]=[C:32]([CH2:37][NH2:38])[CH:31]=2)=[CH:25][C:24]=1[CH3:39])([CH3:21])[CH3:20])C. Given the product [Cl:1][C:2]1[CH:14]=[CH:13][C:5]2[S:6][C:7]([C:10]([NH:38][CH2:37][C:32]3[CH:31]=[C:30]([CH:35]=[C:34]([F:36])[CH:33]=3)[O:29][C:26]3[CH:27]=[CH:28][C:23]([O:22][C:19]([CH3:21])([CH3:20])[C:18]([OH:40])=[O:17])=[C:24]([CH3:39])[CH:25]=3)=[O:12])=[C:8]([CH3:9])[C:4]=2[CH:3]=1, predict the reactants needed to synthesize it.